Dataset: Catalyst prediction with 721,799 reactions and 888 catalyst types from USPTO. Task: Predict which catalyst facilitates the given reaction. Product: [N:1]([CH2:4][CH2:5][CH2:6][CH2:7][CH2:8][C:9]([OH:11])=[O:10])=[N+:2]=[N-:3]. The catalyst class is: 170. Reactant: [N:1]([CH2:4][CH2:5][CH2:6][CH2:7][CH2:8][C:9]([O:11]C)=[O:10])=[N+:2]=[N-:3].CO.O.[Li+].[OH-].